This data is from Forward reaction prediction with 1.9M reactions from USPTO patents (1976-2016). The task is: Predict the product of the given reaction. (1) The product is: [CH3:1][CH:2]1[C:7]2[S:8][CH:9]=[CH:10][C:6]=2[CH2:5][CH2:4][N:3]1[C:11]([C:12]1[CH:17]=[CH:16][CH:15]=[CH:14][CH:13]=1)([C:24]1[CH:25]=[CH:26][CH:27]=[CH:28][CH:29]=1)[C:18]1[CH:19]=[CH:20][CH:21]=[CH:22][CH:23]=1. Given the reactants [CH3:1][CH:2]1[C:7]2[S:8][CH:9]=[CH:10][C:6]=2[CH2:5][CH2:4][NH:3]1.[C:11](Br)([C:24]1[CH:29]=[CH:28][CH:27]=[CH:26][CH:25]=1)([C:18]1[CH:23]=[CH:22][CH:21]=[CH:20][CH:19]=1)[C:12]1[CH:17]=[CH:16][CH:15]=[CH:14][CH:13]=1.C(N(CC)CC)C, predict the reaction product. (2) Given the reactants [N+:1]([C:4]1[CH:5]=[C:6]2[C:10](=[CH:11][CH:12]=1)[N:9]([O:13][C:14](=[O:19])[C:15]([CH3:18])([CH3:17])[CH3:16])[N:8]=[C:7]2[C:20]1[NH:21][CH:22]=[CH:23][CH:24]=1)([O-])=O, predict the reaction product. The product is: [NH2:1][C:4]1[CH:5]=[C:6]2[C:10](=[CH:11][CH:12]=1)[N:9]([O:13][C:14](=[O:19])[C:15]([CH3:16])([CH3:17])[CH3:18])[N:8]=[C:7]2[C:20]1[NH:21][CH:22]=[CH:23][CH:24]=1. (3) Given the reactants C[C:2]1[CH:10]=[CH:9][CH:8]=[C:4]([C:5](O)=O)[C:3]=1[OH:11].[C:12](=[O:15])([O-])[O-].[K+].[K+].S([O:23][CH3:24])(OC)(=O)=O.[I-:25].[Na+].[OH-].[Na+].Cl[O-].[Na+].S([O-])([O-])(=O)=S.[Na+].[Na+].Cl, predict the reaction product. The product is: [CH3:12][O:15][C:24](=[O:23])[C:2]1[CH:10]=[C:9]([I:25])[CH:8]=[C:4]([CH3:5])[C:3]=1[OH:11]. (4) Given the reactants [C:1]([C:3]1[CH:8]=[CH:7][C:6]([N:9]([CH2:14][C:15]([F:18])([F:17])[F:16])[CH2:10][C:11]([OH:13])=O)=[CH:5][C:4]=1[C:19]([F:22])([F:21])[F:20])#[N:2].CCN=C=NCCCN(C)C.Cl.[N:35]1[CH:40]=[CH:39][CH:38]=[CH:37][C:36]=1[C:41]([NH:43][NH2:44])=[O:42], predict the reaction product. The product is: [C:1]([C:3]1[CH:8]=[CH:7][C:6]([N:9]([CH2:14][C:15]([F:16])([F:18])[F:17])[CH2:10][C:11]([NH:44][NH:43][C:41]([C:36]2[CH:37]=[CH:38][CH:39]=[CH:40][N:35]=2)=[O:42])=[O:13])=[CH:5][C:4]=1[C:19]([F:21])([F:22])[F:20])#[N:2]. (5) The product is: [N:12]1[CH:13]=[CH:14][CH:15]=[CH:16][C:11]=1[C:9]([C:8]1[S:29][C:28]([NH2:30])=[N:27][C:7]=1[C:2]1[CH:3]=[CH:4][CH:5]=[CH:6][N:1]=1)=[O:10]. Given the reactants [N:1]1[CH:6]=[CH:5][CH:4]=[CH:3][C:2]=1[C:7](=O)[CH2:8][C:9]([C:11]1[CH:16]=[CH:15][CH:14]=[CH:13][N:12]=1)=[O:10].BrBr.C(N(CC)CC)C.[NH2:27][C:28]([NH2:30])=[S:29].C(=O)([O-])O.[Na+], predict the reaction product. (6) The product is: [Cl:8][C:6]1[CH:5]=[C:4]([C:9]2[CH:13]=[C:12]([C:14]3[CH:15]=[C:16]4[C:21](=[CH:22][CH:23]=3)[N:20]=[CH:19][CH:18]=[N:17]4)[N:11]([CH:24]([C:26]3[CH:27]=[CH:28][C:29]([C:30]([NH:36][CH2:37][CH2:38][C:39]([O:41][CH2:42][CH3:43])=[O:40])=[O:31])=[CH:33][CH:34]=3)[CH3:25])[N:10]=2)[CH:3]=[C:2]([Cl:1])[CH:7]=1. Given the reactants [Cl:1][C:2]1[CH:3]=[C:4]([C:9]2[CH:13]=[C:12]([C:14]3[CH:15]=[C:16]4[C:21](=[CH:22][CH:23]=3)[N:20]=[CH:19][CH:18]=[N:17]4)[N:11]([CH:24]([C:26]3[CH:34]=[CH:33][C:29]([C:30](O)=[O:31])=[CH:28][CH:27]=3)[CH3:25])[N:10]=2)[CH:5]=[C:6]([Cl:8])[CH:7]=1.Cl.[NH2:36][CH2:37][CH2:38][C:39]([O:41][CH2:42][CH3:43])=[O:40].ON1C2N=CC=CC=2N=N1.C(N(CC)C(C)C)(C)C.Cl.CN(C)CCCN=C=NCC, predict the reaction product.